From a dataset of Forward reaction prediction with 1.9M reactions from USPTO patents (1976-2016). Predict the product of the given reaction. (1) Given the reactants [NH2:1][CH:2]([C:4]1[N:5]=[C:6]2[S:14][CH:13]=[C:12]([CH3:15])[N:7]2[C:8](=[O:11])[C:9]=1[Br:10])[CH3:3].[C:16]([OH:26])(=[O:25])[C@H:17]([C:19]1[CH:24]=[CH:23][CH:22]=[CH:21][CH:20]=1)[OH:18], predict the reaction product. The product is: [OH:18][C@@H:17]([C:19]1[CH:24]=[CH:23][CH:22]=[CH:21][CH:20]=1)[C:16]([O-:26])=[O:25].[Br:10][C:9]1[C:8](=[O:11])[N:7]2[C:12]([CH3:15])=[CH:13][S:14][C:6]2=[N:5][C:4]=1[C@@H:2]([NH3+:1])[CH3:3]. (2) Given the reactants [CH2:1]([N:3]([CH2:27][C:28]1[CH:33]=[CH:32][C:31]([C:34]([F:37])([F:36])[F:35])=[CH:30][CH:29]=1)[C:4](=[O:26])[CH2:5][O:6][C:7]1[CH:12]=[CH:11][C:10]([CH2:13][CH2:14][S:15][C:16]2[CH:25]=[CH:24][CH:23]=[CH:22][C:17]=2[C:18]([O:20]C)=[O:19])=[CH:9][CH:8]=1)[CH3:2].[OH-].[Li+], predict the reaction product. The product is: [CH2:1]([N:3]([CH2:27][C:28]1[CH:29]=[CH:30][C:31]([C:34]([F:36])([F:35])[F:37])=[CH:32][CH:33]=1)[C:4](=[O:26])[CH2:5][O:6][C:7]1[CH:8]=[CH:9][C:10]([CH2:13][CH2:14][S:15][C:16]2[CH:25]=[CH:24][CH:23]=[CH:22][C:17]=2[C:18]([OH:20])=[O:19])=[CH:11][CH:12]=1)[CH3:2]. (3) Given the reactants O1CCCC1.[NH2:6][C:7]1[CH:46]=[CH:45][C:10]([CH2:11][N:12]2[C:18]3[CH:19]=[CH:20][CH:21]=[CH:22][C:17]=3[N:16]([C:23]3[CH:28]=[CH:27][C:26]([CH2:29][NH:30][C:31]([O:33][C:34]([CH3:37])([CH3:36])[CH3:35])=[O:32])=[CH:25][CH:24]=3)[C:15](=[O:38])[CH:14]([CH2:39][C:40]([O:42][CH3:43])=[O:41])[C:13]2=[O:44])=[CH:9][CH:8]=1.C(N(CC)CC)C.[C:54](Cl)(=[O:61])[C:55]1[CH:60]=[CH:59][CH:58]=[CH:57][CH:56]=1, predict the reaction product. The product is: [C:54]([NH:6][C:7]1[CH:46]=[CH:45][C:10]([CH2:11][N:12]2[C:18]3[CH:19]=[CH:20][CH:21]=[CH:22][C:17]=3[N:16]([C:23]3[CH:28]=[CH:27][C:26]([CH2:29][NH:30][C:31]([O:33][C:34]([CH3:36])([CH3:37])[CH3:35])=[O:32])=[CH:25][CH:24]=3)[C:15](=[O:38])[CH:14]([CH2:39][C:40]([O:42][CH3:43])=[O:41])[C:13]2=[O:44])=[CH:9][CH:8]=1)(=[O:61])[C:55]1[CH:60]=[CH:59][CH:58]=[CH:57][CH:56]=1. (4) The product is: [Na+:31].[C:22]([NH:1][C:2]1[CH:11]=[C:10]2[C:5]([CH:6]=[CH:7][C:8]([S:12]([O-:15])(=[O:13])=[O:14])=[CH:9]2)=[CH:4][CH:3]=1)(=[O:24])[CH3:23]. Given the reactants [NH2:1][C:2]1[CH:11]=[C:10]2[C:5]([CH:6]=[CH:7][C:8]([S:12]([OH:15])(=[O:14])=[O:13])=[CH:9]2)=[CH:4][CH:3]=1.N1C=CC=CC=1.[C:22](OC(=O)C)(=[O:24])[CH3:23].C[O-].[Na+:31], predict the reaction product. (5) Given the reactants [NH2:1][C:2]1[CH:3]=[C:4]([CH2:8][CH2:9][C:10]([OH:12])=[O:11])[CH:5]=[CH:6][CH:7]=1.[CH3:13][CH2:14]O, predict the reaction product. The product is: [CH2:13]([O:11][C:10](=[O:12])[CH2:9][CH2:8][C:4]1[CH:5]=[CH:6][CH:7]=[C:2]([NH2:1])[CH:3]=1)[CH3:14].